Dataset: Catalyst prediction with 721,799 reactions and 888 catalyst types from USPTO. Task: Predict which catalyst facilitates the given reaction. Reactant: [Cl:1][C:2]1[CH:24]=[C:23]([Cl:25])[CH:22]=[CH:21][C:3]=1[CH2:4][NH:5][C:6]([C:8]1[C:9]([O:17][CH:18]([CH3:20])[CH3:19])=[N:10][N:11]([CH2:13][CH2:14][CH2:15][OH:16])[CH:12]=1)=[O:7].[CH2:26]([N:28]1[CH:32]=[C:31]([CH2:33][C:34]([O:36]C)=[O:35])[C:30](O)=[N:29]1)[CH3:27].C(P(CCCC)CCCC)CCC.N(C(N1CCCCC1)=O)=NC(N1CCCCC1)=O. Product: [Cl:1][C:2]1[CH:24]=[C:23]([Cl:25])[CH:22]=[CH:21][C:3]=1[CH2:4][NH:5][C:6]([C:8]1[C:9]([O:17][CH:18]([CH3:20])[CH3:19])=[N:10][N:11]([CH2:13][CH2:14][CH2:15][O:16][C:30]2[C:31]([CH2:33][C:34]([OH:36])=[O:35])=[CH:32][N:28]([CH2:26][CH3:27])[N:29]=2)[CH:12]=1)=[O:7]. The catalyst class is: 7.